This data is from Catalyst prediction with 721,799 reactions and 888 catalyst types from USPTO. The task is: Predict which catalyst facilitates the given reaction. (1) Reactant: FC(F)(F)S(O[C:7]1[CH:16]=[C:15]2[C:10]([C:11]([C:18]3[CH:19]=[N:20][CH:21]=[CH:22][CH:23]=3)=[CH:12][C:13](=[O:17])[O:14]2)=[CH:9][CH:8]=1)(=O)=O.C(N(CC)CC)C.[C]=O. Product: [O:17]=[C:13]1[CH:12]=[C:11]([C:18]2[CH:19]=[N:20][CH:21]=[CH:22][CH:23]=2)[C:10]2[C:15](=[CH:16][C:7]([C:13]([O:14][CH3:15])=[O:17])=[CH:8][CH:9]=2)[O:14]1. The catalyst class is: 16. (2) Reactant: [CH2:1]([O:3][C:4]1[CH:9]=[C:8](B2OC(C)(C)C(C)(C)O2)[CH:7]=[CH:6][N:5]=1)[CH3:2].Br[C:20]1[N:25]2[CH:26]=[CH:27][N:28]=[C:24]2[C:23]([NH:29][C:30]2[CH:35]=[CH:34][C:33]([N:36]3[CH2:41][CH2:40][N:39]([CH3:42])[CH2:38][CH2:37]3)=[CH:32][CH:31]=2)=[N:22][CH:21]=1.CC([O-])(C)C.[Na+]. Product: [CH3:42][N:39]1[CH2:40][CH2:41][N:36]([C:33]2[CH:34]=[CH:35][C:30]([NH:29][C:23]3[C:24]4[N:25]([CH:26]=[CH:27][N:28]=4)[C:20]([C:8]4[CH:7]=[CH:6][N:5]=[C:4]([O:3][CH2:1][CH3:2])[CH:9]=4)=[CH:21][N:22]=3)=[CH:31][CH:32]=2)[CH2:37][CH2:38]1. The catalyst class is: 339. (3) Reactant: [CH2:1]([N:8]1[CH2:12][CH2:11][C:10]([OH:16])([C:13]([OH:15])=O)[CH2:9]1)[C:2]1[CH:7]=[CH:6][CH:5]=[CH:4][CH:3]=1.[Cl:17][C:18]1[CH:19]=[C:20]([CH:23]=[C:24]([F:26])[CH:25]=1)[CH2:21][NH2:22].CN1CCOCC1. Product: [Cl:17][C:18]1[CH:19]=[C:20]([CH:23]=[C:24]([F:26])[CH:25]=1)[CH2:21][NH:22][C:13]([C:10]1([OH:16])[CH2:11][CH2:12][N:8]([CH2:1][C:2]2[CH:3]=[CH:4][CH:5]=[CH:6][CH:7]=2)[CH2:9]1)=[O:15]. The catalyst class is: 16. (4) Reactant: ClC(Cl)(O[C:5](=[O:11])OC(Cl)(Cl)Cl)Cl.[CH3:13][O:14][C:15]1[CH:20]=[CH:19][C:18]([C:21]2[N:22]=[C:23]([CH:34]3[CH2:39][CH2:38][NH:37][CH2:36][CH2:35]3)[S:24][C:25]=2[C:26]2[CH:31]=[CH:30][C:29]([O:32][CH3:33])=[CH:28][CH:27]=2)=[CH:17][CH:16]=1.C(N(CC)CC)C.Cl.[CH3:48][NH:49][OH:50].[Cl-].[NH4+]. Product: [CH3:13][O:14][C:15]1[CH:20]=[CH:19][C:18]([C:21]2[N:22]=[C:23]([CH:34]3[CH2:39][CH2:38][N:37]([C:5](=[O:11])[N:49]([OH:50])[CH3:48])[CH2:36][CH2:35]3)[S:24][C:25]=2[C:26]2[CH:31]=[CH:30][C:29]([O:32][CH3:33])=[CH:28][CH:27]=2)=[CH:17][CH:16]=1. The catalyst class is: 46. (5) Reactant: [NH2:1][C:2]1[CH:3]=[C:4]([CH:17]=[CH:18][C:19]=1[OH:20])[C:5]([NH:7][C:8]1[CH:16]=[C:15]2[C:11]([CH:12]=[N:13][NH:14]2)=[CH:10][CH:9]=1)=[O:6].[N:21]([C:24]1[CH:29]=[CH:28][CH:27]=[CH:26][C:25]=1[C:30]([F:33])([F:32])[F:31])=[C:22]=S.CCN(C(C)C)C(C)C. Product: [NH:14]1[C:15]2[C:11](=[CH:10][CH:9]=[C:8]([NH:7][C:5]([C:4]3[CH:17]=[CH:18][C:19]4[O:20][C:22]([NH:21][C:24]5[CH:29]=[CH:28][CH:27]=[CH:26][C:25]=5[C:30]([F:31])([F:32])[F:33])=[N:1][C:2]=4[CH:3]=3)=[O:6])[CH:16]=2)[CH:12]=[N:13]1. The catalyst class is: 18. (6) Reactant: [Cl:1][C:2]1[N:3]=[C:4](Cl)[C:5]2[CH2:10][CH2:9][CH:8]([C:11]3[CH:16]=[CH:15][C:14]([O:17][C:18]([F:21])([F:20])[F:19])=[CH:13][CH:12]=3)[C:6]=2[N:7]=1.[CH3:23][NH2:24]. Product: [Cl:1][C:2]1[N:3]=[C:4]([NH:24][CH3:23])[C:5]2[CH2:10][CH2:9][CH:8]([C:11]3[CH:16]=[CH:15][C:14]([O:17][C:18]([F:21])([F:20])[F:19])=[CH:13][CH:12]=3)[C:6]=2[N:7]=1. The catalyst class is: 5. (7) Reactant: [Cl:1][C:2]1[CH:7]=[CH:6][CH:5]=[C:4]([Cl:8])[C:3]=1[C:9]1[S:10][C:11]2[C:16](S(C)(=O)=O)=[N:15][CH:14]=[N:13][C:12]=2[N:21]=1.ClC1C=C[CH:26]=[C:25](Cl)[C:24]=1[C:30]1SC2C(SC)=NC=NC=2[N:40]=1.ClC1C=C(C=CC=1)C(OO)=[O:46]. Product: [Cl:1][C:2]1[CH:7]=[CH:6][CH:5]=[C:4]([Cl:8])[C:3]=1[C:9]1[S:10][C:11]2[C:16]([NH:40][C:30]([CH:24]3[CH2:25][CH2:26]3)=[O:46])=[N:15][CH:14]=[N:13][C:12]=2[N:21]=1. The catalyst class is: 2.